Dataset: Peptide-MHC class II binding affinity with 134,281 pairs from IEDB. Task: Regression. Given a peptide amino acid sequence and an MHC pseudo amino acid sequence, predict their binding affinity value. This is MHC class II binding data. (1) The peptide sequence is SNRELYVGDLNTKMM. The MHC is DRB1_0101 with pseudo-sequence DRB1_0101. The binding affinity (normalized) is 0.881. (2) The peptide sequence is QSDLIKKVTNYLVDGNGRFV. The MHC is DRB1_0301 with pseudo-sequence DRB1_0301. The binding affinity (normalized) is 0.699. (3) The peptide sequence is ETDKGPLDKEAIEER. The MHC is DRB5_0101 with pseudo-sequence DRB5_0101. The binding affinity (normalized) is 0.